From a dataset of Retrosynthesis with 50K atom-mapped reactions and 10 reaction types from USPTO. Predict the reactants needed to synthesize the given product. (1) Given the product Cn1cc(C[C@@H](NC(=O)OC(C)(C)C)C(=O)O)c2ccccc21, predict the reactants needed to synthesize it. The reactants are: CC(C)(C)OC(=O)OC(=O)OC(C)(C)C.Cn1cc(C[C@@H](N)C(=O)O)c2ccccc21. (2) The reactants are: CCCC[Sn](CCCC)(CCCC)c1ccco1.Cc1cc(C)nc(N2CCC3(CC2)OCCN(Cc2ccccc2Br)C3=O)n1. Given the product Cc1cc(C)nc(N2CCC3(CC2)OCCN(Cc2ccccc2-c2ccco2)C3=O)n1, predict the reactants needed to synthesize it. (3) Given the product COC(=O)C1CCC(c2ncc(-c3ccc(NC(=O)Nc4cccc(Cl)c4F)cc3)s2)CC1, predict the reactants needed to synthesize it. The reactants are: COC(=O)C1CCC(c2ncc(-c3ccc(N)cc3)s2)CC1.O=C=Nc1cccc(Cl)c1F. (4) Given the product COc1ccnc(COS(=O)(=O)c2ccc(C)cc2)c1, predict the reactants needed to synthesize it. The reactants are: COc1ccnc(CO)c1.Cc1ccc(S(=O)(=O)Cl)cc1.